From a dataset of NCI-60 drug combinations with 297,098 pairs across 59 cell lines. Regression. Given two drug SMILES strings and cell line genomic features, predict the synergy score measuring deviation from expected non-interaction effect. (1) Drug 1: CN1C(=O)N2C=NC(=C2N=N1)C(=O)N. Drug 2: C1CCC(C(C1)N)N.C(=O)(C(=O)[O-])[O-].[Pt+4]. Cell line: NCIH23. Synergy scores: CSS=7.26, Synergy_ZIP=-0.735, Synergy_Bliss=4.42, Synergy_Loewe=-3.33, Synergy_HSA=1.16. (2) Drug 1: CC1=C(C(=O)C2=C(C1=O)N3CC4C(C3(C2COC(=O)N)OC)N4)N. Drug 2: C1CN(P(=O)(OC1)NCCCl)CCCl. Cell line: LOX IMVI. Synergy scores: CSS=34.7, Synergy_ZIP=5.38, Synergy_Bliss=3.92, Synergy_Loewe=-33.5, Synergy_HSA=0.0287.